Dataset: Forward reaction prediction with 1.9M reactions from USPTO patents (1976-2016). Task: Predict the product of the given reaction. Given the reactants Cl.[NH2:2][C@H:3]1[CH2:8][CH2:7][C@H:6]([NH:9][C:10]([C:12]2[C:16]3=[N:17][CH:18]=[CH:19][C:20]([C:21]4[CH:26]=[C:25]([O:27][CH3:28])[C:24]([F:29])=[CH:23][C:22]=4[O:30][CH2:31][CH:32]4[CH2:34][CH2:33]4)=[C:15]3[NH:14][C:13]=2[CH3:35])=[O:11])[CH2:5][CH2:4]1.[C:36](Cl)(=[O:38])[CH3:37], predict the reaction product. The product is: [C:36]([NH:2][C@H:3]1[CH2:8][CH2:7][C@H:6]([NH:9][C:10]([C:12]2[C:16]3=[N:17][CH:18]=[CH:19][C:20]([C:21]4[CH:26]=[C:25]([O:27][CH3:28])[C:24]([F:29])=[CH:23][C:22]=4[O:30][CH2:31][CH:32]4[CH2:33][CH2:34]4)=[C:15]3[NH:14][C:13]=2[CH3:35])=[O:11])[CH2:5][CH2:4]1)(=[O:38])[CH3:37].